This data is from Catalyst prediction with 721,799 reactions and 888 catalyst types from USPTO. The task is: Predict which catalyst facilitates the given reaction. (1) Reactant: F[C:2]1[CH:9]=[CH:8][C:5]([C:6]#[N:7])=[CH:4][CH:3]=1.[NH2:10][CH2:11][CH2:12][OH:13].C(=O)([O-])[O-].[K+].[K+].CS(C)=O. Product: [OH:13][CH2:12][CH2:11][NH:10][C:2]1[CH:9]=[CH:8][C:5]([C:6]#[N:7])=[CH:4][CH:3]=1. The catalyst class is: 6. (2) Reactant: [N+:1]([CH:4]=[CH:5][C:6]1C=CC=[CH:8][CH:7]=1)([O-:3])=[O:2].Cl.CO[NH2:15].[C:16](=[O:19])([O-])O.[Na+].C(OCC)(=O)C. Product: [N+:1]([CH2:4][CH:5]([NH2:15])[C:6]1[O:19][CH:16]=[CH:8][CH:7]=1)([O-:3])=[O:2]. The catalyst class is: 30. (3) Reactant: [CH2:1]=[O:2].[Br:3][C:4]1[CH:37]=[CH:36][C:7]([NH:8][C:9]2[C:18]3[C:13](=[CH:14][C:15]([O:21][CH2:22][CH:23]4[CH2:28][CH2:27][N:26]([C:29](OC(C)(C)C)=O)[CH2:25][CH2:24]4)=[C:16](OC)[CH:17]=3)[N:12]=[CH:11][N:10]=2)=[C:6]([F:38])[CH:5]=1. Product: [Br:3][C:4]1[CH:37]=[CH:36][C:7]([NH:8][C:9]2[C:18]3[C:13](=[CH:14][C:15]([O:21][CH2:22][CH:23]4[CH2:24][CH2:25][N:26]([CH3:29])[CH2:27][CH2:28]4)=[CH:16][CH:17]=3)[N:12]=[C:11]([O:2][CH3:1])[N:10]=2)=[C:6]([F:38])[CH:5]=1. The catalyst class is: 106. (4) Reactant: [O:1]1[CH2:6][CH2:5][CH2:4][CH2:3][CH:2]1[O:7][CH2:8][C:9]1[N:10]=[C:11]([C:14]2[CH:19]=[CH:18][CH:17]=[C:16]([C:20]([F:23])([F:22])[F:21])[CH:15]=2)[S:12][CH:13]=1.C([Li])CCC.CN(C)[CH:31]=[O:32].O. Product: [O:1]1[CH2:6][CH2:5][CH2:4][CH2:3][CH:2]1[O:7][CH2:8][C:9]1[N:10]=[C:11]([C:14]2[CH:19]=[CH:18][CH:17]=[C:16]([C:20]([F:23])([F:21])[F:22])[CH:15]=2)[S:12][C:13]=1[CH:31]=[O:32]. The catalyst class is: 7.